Dataset: Forward reaction prediction with 1.9M reactions from USPTO patents (1976-2016). Task: Predict the product of the given reaction. (1) Given the reactants [Cl:1][C:2]1[CH:3]=[C:4]([OH:23])[C:5]([NH:8][S:9]([C:12]2[CH:13]=[N:14][C:15]([N:18]3[CH2:22][CH2:21][CH2:20][CH2:19]3)=[CH:16][CH:17]=2)(=[O:11])=[O:10])=[N:6][CH:7]=1.[Br:24]C1C=C(S(NC2C(OC)=CC(Cl)=CN=2)(=O)=O)C=NC=1Cl.ClC1N=CC(S(NC2C(OC)=CC(Cl)=CN=2)(=O)=O)=CC=1, predict the reaction product. The product is: [Br:24][C:16]1[CH:17]=[C:12]([S:9]([NH:8][C:5]2[C:4]([OH:23])=[CH:3][C:2]([Cl:1])=[CH:7][N:6]=2)(=[O:10])=[O:11])[CH:13]=[N:14][C:15]=1[N:18]1[CH2:22][CH2:21][CH2:20][CH2:19]1. (2) Given the reactants [NH2:1][CH2:2][CH:3]1[CH2:7][N:6]([C:8]2[CH:9]=[N:10][N:11]3[CH2:16][C@H:15]([CH3:17])[N:14]([C:18]([O:20][C:21]([CH3:24])([CH3:23])[CH3:22])=[O:19])[CH2:13][C:12]=23)[C:5](=[O:25])[CH2:4]1.[CH3:26][S:27](Cl)(=[O:29])=[O:28], predict the reaction product. The product is: [CH3:26][S:27]([NH:1][CH2:2][CH:3]1[CH2:7][N:6]([C:8]2[CH:9]=[N:10][N:11]3[CH2:16][C@H:15]([CH3:17])[N:14]([C:18]([O:20][C:21]([CH3:24])([CH3:23])[CH3:22])=[O:19])[CH2:13][C:12]=23)[C:5](=[O:25])[CH2:4]1)(=[O:29])=[O:28].